From a dataset of HIV replication inhibition screening data with 41,000+ compounds from the AIDS Antiviral Screen. Binary Classification. Given a drug SMILES string, predict its activity (active/inactive) in a high-throughput screening assay against a specified biological target. (1) The drug is C=C(C)CCCC(C)C1CCC2(C)C3CCC4C(C)(C)C(O)CCC45CC35CCC12C. The result is 0 (inactive). (2) The molecule is O=c1c2ccccc2nc(-c2ccccc2)n1NC(=S)Nc1ccc(Cl)cc1. The result is 0 (inactive). (3) The drug is COc1cc(C2CC(=O)c3ccccc3O2)ccc1O. The result is 0 (inactive). (4) The result is 0 (inactive). The compound is CC1=C(C)C2(C#N)CC(=O)N=C2O1. (5) The result is 0 (inactive). The molecule is Cc1cn(CC(=O)NCCO)c(=O)[nH]c1=O. (6) The compound is COc1ccc(N2C(=O)C3c4[nH]c5ccc(F)cc5c4C4CCC(C(C)(C)C)CC4C3C2=O)cc1. The result is 0 (inactive).